Dataset: Catalyst prediction with 721,799 reactions and 888 catalyst types from USPTO. Task: Predict which catalyst facilitates the given reaction. (1) Reactant: [CH3:1][O:2][C:3]1[CH:4]=[C:5]2[C:10](=[CH:11][C:12]=1[O:13][CH3:14])[N:9]=[CH:8][CH:7]=[C:6]2[O:15][C:16]1[CH:21]=[CH:20][C:19]([NH:22][C:23](=O)[CH2:24][O:25][C:26]2[CH:31]=[CH:30][CH:29]=[CH:28][C:27]=2[CH3:32])=[CH:18][CH:17]=1.Cl.[OH-].[Na+]. Product: [CH3:1][O:2][C:3]1[CH:4]=[C:5]2[C:10](=[CH:11][C:12]=1[O:13][CH3:14])[N:9]=[CH:8][CH:7]=[C:6]2[O:15][C:16]1[CH:17]=[CH:18][C:19]([NH:22][CH2:23][CH2:24][O:25][C:26]2[CH:31]=[CH:30][CH:29]=[CH:28][C:27]=2[CH3:32])=[CH:20][CH:21]=1. The catalyst class is: 7. (2) Reactant: ClC(Cl)(O[C:5](=[O:11])OC(Cl)(Cl)Cl)Cl.[Br:13][C:14]1[C:15]([NH:28][NH2:29])=[N:16][CH:17]=[CH:18][C:19]=1[C:20]1[CH:27]=[CH:26][C:23]([C:24]#[N:25])=[CH:22][CH:21]=1. Product: [Br:13][C:14]1[C:15]2[N:16]([C:5](=[O:11])[NH:29][N:28]=2)[CH:17]=[CH:18][C:19]=1[C:20]1[CH:27]=[CH:26][C:23]([C:24]#[N:25])=[CH:22][CH:21]=1. The catalyst class is: 1. (3) Reactant: C(C1C=C([CH:20]([C:22]2[C:31]([O:32][CH2:33][O:34][CH2:35][CH2:36][O:37][CH3:38])=[C:30]3[C:25]([CH:26]=[CH:27][CH:28]=[N:29]3)=[C:24]([Cl:39])[CH:23]=2)[OH:21])C=C(CN2C=NC=N2)C=1)C1C=CC=CC=1. Product: [Cl:39][C:24]1[CH:23]=[C:22]([CH:20]=[O:21])[C:31]([O:32][CH2:33][O:34][CH2:35][CH2:36][O:37][CH3:38])=[C:30]2[C:25]=1[CH:26]=[CH:27][CH:28]=[N:29]2. The catalyst class is: 697. (4) Reactant: [ClH:1].Cl.[Cl:3][C:4]1[CH:9]=[CH:8][C:7]([C@@H:10]([C@@H:34]2[CH2:38][CH2:37][CH2:36][NH:35]2)[C:11]([N:13]2[CH2:18][CH2:17][N:16]([C:19]3[C:24]([C:25]4[CH:30]=[CH:29][CH:28]=[CH:27][CH:26]=4)=[CH:23][N:22]=[C:21]4[NH:31][CH:32]=[CH:33][C:20]=34)[CH2:15][CH2:14]2)=[O:12])=[CH:6][CH:5]=1.C=O.[BH3-][C:42]#N.[Na+].CN.C([O-])(O)=O.[Na+]. Product: [ClH:3].[ClH:1].[Cl:3][C:4]1[CH:5]=[CH:6][C:7]([C@@H:10]([C@@H:34]2[CH2:38][CH2:37][CH2:36][N:35]2[CH3:42])[C:11]([N:13]2[CH2:14][CH2:15][N:16]([C:19]3[C:24]([C:25]4[CH:30]=[CH:29][CH:28]=[CH:27][CH:26]=4)=[CH:23][N:22]=[C:21]4[NH:31][CH:32]=[CH:33][C:20]=34)[CH2:17][CH2:18]2)=[O:12])=[CH:8][CH:9]=1. The catalyst class is: 5. (5) Reactant: [CH3:1][N:2]1[C:14]2[C:13]3[N:12]=[C:11](SC)[N:10]=[CH:9][C:8]=3[CH2:7][CH2:6][C:5]=2[C:4]([C:17]([NH2:19])=[O:18])=[N:3]1.O[O:21][S:22]([O-:24])=O.[K+].O.[C:27](OCC)(=O)C. Product: [CH3:1][N:2]1[C:14]2[C:13]3[N:12]=[C:11]([S:22]([CH3:27])(=[O:24])=[O:21])[N:10]=[CH:9][C:8]=3[CH2:7][CH2:6][C:5]=2[C:4]([C:17]([NH2:19])=[O:18])=[N:3]1. The catalyst class is: 483. (6) Reactant: C([O:4][C@H:5]1[C@H:10]([O:11]C(=O)C)[C@@H:9]([CH2:15][O:16]C(=O)C)[O:8][CH:7]=[CH:6]1)(=O)C.C[O-].[Na+].CCOC(C)=O. Product: [O:8]1[C@H:9]([CH2:15][OH:16])[C@@H:10]([OH:11])[C@H:5]([OH:4])[CH:6]=[CH:7]1. The catalyst class is: 5. (7) Reactant: O=C1C2C(=CC=CC=2)C(=O)[N:3]1[CH2:12][CH2:13][P:14](=[O:21])([O:18][CH2:19][CH3:20])[O:15][CH2:16][CH3:17].O.NN. Product: [NH2:3][CH2:12][CH2:13][P:14](=[O:21])([O:15][CH2:16][CH3:17])[O:18][CH2:19][CH3:20]. The catalyst class is: 8.